From a dataset of Forward reaction prediction with 1.9M reactions from USPTO patents (1976-2016). Predict the product of the given reaction. (1) Given the reactants [CH3:1][C@@H:2]1[N:8]([C:9]2[CH:14]=[CH:13][CH:12]=[CH:11][CH:10]=2)[CH2:7][C:6]2[CH:15]=[CH:16][C:17]([C:19]([O:21]C)=O)=[CH:18][C:5]=2[O:4][CH2:3]1.[OH-:23].[Na+].[NH2:25]O, predict the reaction product. The product is: [OH:23][NH:25][C:19]([C:17]1[CH:16]=[CH:15][C:6]2[CH2:7][N:8]([C:9]3[CH:14]=[CH:13][CH:12]=[CH:11][CH:10]=3)[C@@H:2]([CH3:1])[CH2:3][O:4][C:5]=2[CH:18]=1)=[O:21]. (2) Given the reactants [NH2:1][C@@H:2]([CH2:5][CH:6]([CH3:8])[CH3:7])[CH2:3][OH:4], predict the reaction product. The product is: [CH2:5]([CH:2]1[NH:1][C:3](=[O:4])[CH:2]([CH2:5][CH:6]([CH3:8])[CH3:7])[NH:1][C:3]1=[O:4])[CH:6]([CH3:8])[CH3:7]. (3) Given the reactants [C:1]([NH:4][C:5]1[CH:6]=[C:7]2[C:12](=[CH:13][CH:14]=1)[N:11]=[CH:10][CH:9]=[C:8]2[S:15][C:16]1([C:20]([O:22]CC)=[O:21])[CH2:19][CH2:18][CH2:17]1)(=[O:3])[CH3:2].O.[OH-].[Li+].Cl.ClCCl, predict the reaction product. The product is: [C:1]([NH:4][C:5]1[CH:6]=[C:7]2[C:12](=[CH:13][CH:14]=1)[N:11]=[CH:10][CH:9]=[C:8]2[S:15][C:16]1([C:20]([OH:22])=[O:21])[CH2:19][CH2:18][CH2:17]1)(=[O:3])[CH3:2]. (4) Given the reactants [NH2:1][C:2]1[C:9]([C:10]#[N:11])=[C:8]([OH:12])[C:7]([OH:13])=[CH:6][C:3]=1[C:4]#[N:5].[CH2:14]([C:16]1[CH:23]=[CH:22][C:19]([CH:20]=O)=[CH:18][CH:17]=1)[CH3:15], predict the reaction product. The product is: [CH2:14]([C:16]1[CH:23]=[CH:22][C:19](/[CH:20]=[N:1]/[C:2]2[C:9]([C:10]#[N:11])=[C:8]([OH:12])[C:7]([OH:13])=[CH:6][C:3]=2[C:4]#[N:5])=[CH:18][CH:17]=1)[CH3:15]. (5) The product is: [ClH:1].[Cl:1][C:2]1[CH:20]=[CH:19][C:5]([O:6][CH2:7][C:8]2[N:9]=[CH:10][CH:11]=[C:12]3[C:16]([CH3:17])=[C:15]([CH3:18])[NH:14][C:13]=23)=[CH:4][CH:3]=1. Given the reactants [Cl:1][C:2]1[CH:20]=[CH:19][C:5]([O:6][CH2:7][C:8]2[N:9]=[CH:10][CH:11]=[C:12]3[C:16]([CH3:17])=[C:15]([CH3:18])[NH:14][C:13]=23)=[CH:4][CH:3]=1.Cl, predict the reaction product.